This data is from Full USPTO retrosynthesis dataset with 1.9M reactions from patents (1976-2016). The task is: Predict the reactants needed to synthesize the given product. (1) Given the product [CH3:52][C@:17]12[C@@:16]3([CH3:53])[C@@H:25]([C@:26]4([CH3:29])[C@@H:13]([CH2:14][CH2:15]3)[C:12]([CH3:54])([CH3:55])[C:11]([C:8]3[CH:9]=[CH:10][C:5]([C:3]([OH:4])=[O:2])=[CH:6][CH:7]=3)=[CH:28][CH2:27]4)[CH2:24][CH2:23][C@@H:22]1[C@H:21]1[C@H:30]([C:33]([CH3:35])=[CH2:34])[CH2:31][CH2:32][C@:20]1([NH:36][CH2:37][CH2:38][N:39]1[CH2:40][CH2:41][NH:42][CH2:43][CH2:44]1)[CH2:19][CH2:18]2, predict the reactants needed to synthesize it. The reactants are: C[O:2][C:3]([C:5]1[CH:10]=[CH:9][C:8]([C:11]2[C:12]([CH3:55])([CH3:54])[C@H:13]3[C@:26]([CH3:29])([CH2:27][CH:28]=2)[C@@H:25]2[C@:16]([CH3:53])([C@@:17]4([CH3:52])[C@H:22]([CH2:23][CH2:24]2)[C@H:21]2[C@H:30]([C:33]([CH3:35])=[CH2:34])[CH2:31][CH2:32][C@:20]2([NH:36][CH2:37][CH2:38][N:39]2[CH2:44][CH2:43][N:42](C(OC(C)(C)C)=O)[CH2:41][CH2:40]2)[CH2:19][CH2:18]4)[CH2:15][CH2:14]3)=[CH:7][CH:6]=1)=[O:4].Cl. (2) Given the product [Br:1][CH2:10][CH:6]1[CH2:7][CH2:8][CH2:9][N:4]([CH2:2][CH3:3])[CH2:5]1, predict the reactants needed to synthesize it. The reactants are: [BrH:1].[CH2:2]([N:4]1[CH2:9][CH2:8][CH2:7][CH:6]([CH2:10]O)[CH2:5]1)[CH3:3].O.C(=O)([O-])[O-].[K+].[K+]. (3) Given the product [Cl:35][C:29]1[CH:30]=[C:31]([F:34])[CH:32]=[CH:33][C:28]=1[C@@H:19]1[N:20]=[C:21]([C:23]2[S:24][CH:25]=[CH:26][N:27]=2)[NH:22][C:17]([CH2:16][N:6]2[CH2:7][C:3]([F:2])([F:14])[CH2:4][C@@H:5]2[CH2:8][CH:9]([CH3:13])[C:10]([OH:12])=[O:11])=[C:18]1[C:36]([O:38][CH2:39][CH3:40])=[O:37], predict the reactants needed to synthesize it. The reactants are: Cl.[F:2][C:3]1([F:14])[CH2:7][NH:6][C@@H:5]([CH2:8][CH:9]([CH3:13])[C:10]([OH:12])=[O:11])[CH2:4]1.Br[CH2:16][C:17]1[NH:22][C:21]([C:23]2[S:24][CH:25]=[CH:26][N:27]=2)=[N:20][C@@H:19]([C:28]2[CH:33]=[CH:32][C:31]([F:34])=[CH:30][C:29]=2[Cl:35])[C:18]=1[C:36]([O:38][CH2:39][CH3:40])=[O:37].C(=O)([O-])[O-].[K+].[K+]. (4) Given the product [CH2:1]([CH:3]([CH2:12][CH2:13][CH2:14][CH3:15])[CH2:4][C:6]1[CH:7]=[CH:8][CH:9]=[CH:10][CH:11]=1)[CH3:2], predict the reactants needed to synthesize it. The reactants are: [CH2:1]([CH:3]([CH2:12][CH2:13][CH2:14][CH3:15])[C:4]([C:6]1[CH:11]=[CH:10][CH:9]=[CH:8][CH:7]=1)=O)[CH3:2].[H][H]. (5) Given the product [Cl:31][C:32]1[CH:37]=[CH:36][C:35]([NH:38][C:39]([NH:2][CH2:3][C:4]2[CH:13]=[CH:12][CH:11]=[C:10]3[C:5]=2[C:6](=[O:23])[N:7]([CH:15]2[CH2:20][CH2:19][C:18](=[O:21])[NH:17][C:16]2=[O:22])[C:8]([CH3:14])=[N:9]3)=[O:40])=[CH:34][CH:33]=1, predict the reactants needed to synthesize it. The reactants are: Cl.[NH2:2][CH2:3][C:4]1[CH:13]=[CH:12][CH:11]=[C:10]2[C:5]=1[C:6](=[O:23])[N:7]([CH:15]1[CH2:20][CH2:19][C:18](=[O:21])[NH:17][C:16]1=[O:22])[C:8]([CH3:14])=[N:9]2.C(N(CC)CC)C.[Cl:31][C:32]1[CH:37]=[CH:36][C:35]([N:38]=[C:39]=[O:40])=[CH:34][CH:33]=1.